From a dataset of Full USPTO retrosynthesis dataset with 1.9M reactions from patents (1976-2016). Predict the reactants needed to synthesize the given product. (1) Given the product [C:1]([O:5][C:6]([N:8]1[CH2:13][CH2:12][N:11]([CH:14]([C:17]2[CH:22]=[CH:21][C:20]([F:23])=[CH:19][C:18]=2[F:24])[CH2:15][NH:16][C:34]([O:36][CH3:37])=[O:35])[CH2:10][CH2:9]1)=[O:7])([CH3:4])([CH3:2])[CH3:3], predict the reactants needed to synthesize it. The reactants are: [C:1]([O:5][C:6]([N:8]1[CH2:13][CH2:12][N:11]([CH:14]([C:17]2[CH:22]=[CH:21][C:20]([F:23])=[CH:19][C:18]=2[F:24])[CH2:15][NH2:16])[CH2:10][CH2:9]1)=[O:7])([CH3:4])([CH3:3])[CH3:2].C1COCC1.O.[OH-].[Na+].Cl[C:34]([O:36][CH3:37])=[O:35]. (2) Given the product [C:1]([NH:18][CH2:19][C:20]([OH:22])=[O:21])([O:3][CH2:4][CH:5]1[C:6]2[C:11](=[CH:10][CH:9]=[CH:8][CH:7]=2)[C:12]2[C:17]1=[CH:16][CH:15]=[CH:14][CH:13]=2)=[O:2].[C:23]([NH2:29])(=[O:39])[CH2:24][CH2:25][CH3:26], predict the reactants needed to synthesize it. The reactants are: [C:1]([NH:18][CH2:19][C:20]([OH:22])=[O:21])([O:3][CH2:4][CH:5]1[C:17]2[C:12](=[CH:13][CH:14]=[CH:15][CH:16]=2)[C:11]2[C:6]1=[CH:7][CH:8]=[CH:9][CH:10]=2)=[O:2].[CH:23]1([N:29]=C=[N:29][CH:23]2CC[CH2:26][CH2:25][CH2:24]2)CC[CH2:26][CH2:25][CH2:24]1.O.[OH:39]N1C2C=CC=CC=2N=N1.NCCCCO. (3) Given the product [Br:14][C:10]1[C:11]([F:13])=[CH:12][C:7]([CH:16]=[O:18])=[C:8]([F:15])[CH:9]=1, predict the reactants needed to synthesize it. The reactants are: C([Li])CCC.Br[C:7]1[CH:12]=[C:11]([F:13])[C:10]([Br:14])=[CH:9][C:8]=1[F:15].[CH2:16]([O:18]CC)C. (4) Given the product [F:1][C:2]1[CH:34]=[CH:33][C:5]([O:6][C:7]2[CH:28]=[CH:27][C:26]([C:29]([F:30])([F:31])[F:32])=[CH:25][C:8]=2[C:9]([NH:11][C:12]2[CH:13]=[CH:14][C:15]([C:16]([OH:18])=[O:17])=[CH:23][CH:24]=2)=[O:10])=[C:4]([CH3:35])[CH:3]=1, predict the reactants needed to synthesize it. The reactants are: [F:1][C:2]1[CH:34]=[CH:33][C:5]([O:6][C:7]2[CH:28]=[CH:27][C:26]([C:29]([F:32])([F:31])[F:30])=[CH:25][C:8]=2[C:9]([NH:11][C:12]2[CH:24]=[CH:23][C:15]([C:16]([O:18]C(C)(C)C)=[O:17])=[CH:14][CH:13]=2)=[O:10])=[C:4]([CH3:35])[CH:3]=1.C(O)(C(F)(F)F)=O.